Predict the reaction yield, written as a fraction of the theoretical maximum amount of product (1.0 means a 100% yield; for example, 0.34 means a 34% yield). From a dataset of Reaction yield outcomes from USPTO patents with 853,638 reactions. (1) The reactants are [C:1](Cl)(=[O:8])[C:2]1[CH:7]=[CH:6][CH:5]=[CH:4][CH:3]=1.Cl.[CH3:11][O:12][C:13](=[O:36])[C@H:14]([CH2:22][C:23]1[CH:28]=[C:27]([Cl:29])[C:26]([O:30][CH2:31][CH2:32][CH2:33][NH2:34])=[C:25]([Cl:35])[CH:24]=1)[NH:15][C:16](=[O:21])[C:17]([F:20])([F:19])[F:18].C(=O)(O)[O-].[Na+].O. The catalyst is C(OCC)(=O)C. The product is [CH3:11][O:12][C:13](=[O:36])[C@H:14]([CH2:22][C:23]1[CH:24]=[C:25]([Cl:35])[C:26]([O:30][CH2:31][CH2:32][CH2:33][NH:34][C:1](=[O:8])[C:2]2[CH:7]=[CH:6][CH:5]=[CH:4][CH:3]=2)=[C:27]([Cl:29])[CH:28]=1)[NH:15][C:16](=[O:21])[C:17]([F:20])([F:18])[F:19]. The yield is 1.00. (2) The reactants are [C:1]([O:5][C:6]([N:8]1[CH2:12][C:11](=O)[CH2:10][C@H:9]1[C:14]([OH:16])=[O:15])=[O:7])([CH3:4])([CH3:3])[CH3:2].Cl.[CH3:18][O:19][NH2:20].C(N(CC)CC)C. The catalyst is C(Cl)(Cl)Cl.C(OCC)(=O)C. The product is [C:1]([O:5][C:6]([N:8]1[CH2:12][C:11](=[N:20][O:19][CH3:18])[CH2:10][C@H:9]1[C:14]([OH:16])=[O:15])=[O:7])([CH3:4])([CH3:3])[CH3:2]. The yield is 0.940. (3) The reactants are [Li]CCCC.[C:6]([Si:8]([CH3:11])([CH3:10])[CH3:9])#[CH:7].[S:12]1[CH:16]=[CH:15][N:14]=[C:13]1[C:17](=[O:19])[CH3:18]. The catalyst is O1CCCC1. The product is [S:12]1[CH:16]=[CH:15][N:14]=[C:13]1[C:17]([OH:19])([C:7]#[C:6][Si:8]([CH3:11])([CH3:10])[CH3:9])[CH3:18]. The yield is 0.450. (4) The reactants are FC(F)(F)S(O[C:7]1[C:8](=[O:20])[N:9]2[C:13](=[C:14]([C:16](=[O:19])CC)[CH:15]=1)[CH2:12][CH2:11][CH2:10]2)(=O)=O.[F:23][C:24]1[CH:29]=[CH:28][CH:27]=[CH:26][C:25]=1B(O)O.C([O-])([O-])=[O:34].[Na+].[Na+]. The catalyst is C1(C)C=CC=CC=1.CCO. The product is [F:23][C:24]1[CH:29]=[CH:28][CH:27]=[CH:26][C:25]=1[C:7]1[C:8](=[O:20])[N:9]2[C:13](=[C:14]([C:16]([OH:19])=[O:34])[CH:15]=1)[CH2:12][CH2:11][CH2:10]2. The yield is 0.640. (5) The reactants are COC1C=C(OC)C=CC=1C[N:6]([C:35]1[CH:40]=[CH:39][N:38]=[CH:37][N:36]=1)[S:7]([C:10]1[CH:15]=[C:14]([CH3:16])[C:13]([O:17][C@H:18]2[CH2:22][CH2:21][CH2:20][C@@H:19]2[C:23]2[N:27](C3CCCCO3)[N:26]=[CH:25][CH:24]=2)=[CH:12][C:11]=1[F:34])(=[O:9])=[O:8].C([SiH](CC)CC)C.FC(F)(F)C(O)=O. The catalyst is ClCCl. The product is [F:34][C:11]1[CH:12]=[C:13]([O:17][C@H:18]2[CH2:22][CH2:21][CH2:20][C@@H:19]2[C:23]2[NH:27][N:26]=[CH:25][CH:24]=2)[C:14]([CH3:16])=[CH:15][C:10]=1[S:7]([NH:6][C:35]1[CH:40]=[CH:39][N:38]=[CH:37][N:36]=1)(=[O:8])=[O:9]. The yield is 0.990. (6) The reactants are [C:1]([OH:8])(=[O:7])/[CH:2]=[CH:3]/[C:4]([OH:6])=[O:5].[F:9][C:10]1[CH:15]=[CH:14][C:13]([CH2:16][C:17]2[C:26]3[C:21](=[CH:22][CH:23]=[CH:24][CH:25]=3)[C:20](=[O:27])[NH:19][N:18]=2)=[CH:12][C:11]=1[N:28]1[C:32](=[O:33])[CH:31]([CH3:34])[N:30]([CH2:35][CH2:36][N:37]2[CH2:41][CH2:40][CH2:39][CH2:38]2)[C:29]1=[O:42]. The catalyst is CO. The product is [C:1]([OH:8])(=[O:7])/[CH:2]=[CH:3]/[C:4]([OH:6])=[O:5].[F:9][C:10]1[CH:15]=[CH:14][C:13]([CH2:16][C:17]2[C:26]3[C:21](=[CH:22][CH:23]=[CH:24][CH:25]=3)[C:20](=[O:27])[NH:19][N:18]=2)=[CH:12][C:11]=1[N:28]1[C:32](=[O:33])[CH:31]([CH3:34])[N:30]([CH2:35][CH2:36][N:37]2[CH2:38][CH2:39][CH2:40][CH2:41]2)[C:29]1=[O:42]. The yield is 0.780. (7) The reactants are [F:1][C:2]1[C:7]2[O:8][CH2:9][O:10][C:6]=2[CH:5]=[C:4]([CH2:11]O)[CH:3]=1.C([O-])(O)=O.[Na+].O=S(Cl)[Cl:20]. No catalyst specified. The product is [Cl:20][CH2:11][C:4]1[CH:3]=[C:2]([F:1])[C:7]2[O:8][CH2:9][O:10][C:6]=2[CH:5]=1. The yield is 0.920. (8) The reactants are [Br:1][C:2]1[CH:3]=[CH:4][C:5]([NH:8][C:9]([C:11]2[CH:16]=[C:15]([O:17][CH3:18])[C:14]([O:19][CH3:20])=[C:13]([O:21][CH3:22])[C:12]=2[N+:23]([O-])=O)=[O:10])=[N:6][CH:7]=1. The catalyst is C(OCC)(=O)C.Cl[Pd](Cl)([P](C1C=CC=CC=1)(C1C=CC=CC=1)C1C=CC=CC=1)[P](C1C=CC=CC=1)(C1C=CC=CC=1)C1C=CC=CC=1. The product is [NH2:23][C:12]1[C:13]([O:21][CH3:22])=[C:14]([O:19][CH3:20])[C:15]([O:17][CH3:18])=[CH:16][C:11]=1[C:9]([NH:8][C:5]1[CH:4]=[CH:3][C:2]([Br:1])=[CH:7][N:6]=1)=[O:10]. The yield is 0.770.